Predict the reaction yield, written as a fraction of the theoretical maximum amount of product (1.0 means a 100% yield; for example, 0.34 means a 34% yield). From a dataset of Reaction yield outcomes from USPTO patents with 853,638 reactions. (1) The product is [Br:1][C:2]1[CH:3]=[C:4]2[C:10]([C:11]3[CH:16]=[CH:15][C:14]([O:17][S:24]([C:21]4[CH:22]=[CH:23][C:18]([CH3:28])=[CH:19][CH:20]=4)(=[O:26])=[O:25])=[CH:13][CH:12]=3)=[CH:9][N:8]([S:24]([C:21]3[CH:45]=[CH:46][C:47]([CH3:48])=[CH:19][CH:20]=3)(=[O:31])=[O:29])[C:5]2=[N:6][CH:7]=1. The catalyst is C1(C)C=CC=CC=1.[Br-].[Na+]. The reactants are [Br:1][C:2]1[CH:3]=[C:4]2[C:10]([C:11]3[CH:16]=[CH:15][C:14]([OH:17])=[CH:13][CH:12]=3)=[CH:9][NH:8][C:5]2=[N:6][CH:7]=1.[C:18]1([CH3:28])[CH:23]=[CH:22][C:21]([S:24](Cl)(=[O:26])=[O:25])=[CH:20][CH:19]=1.[OH-:29].[K+].[OH-:31].C([N+]([CH2:45][CH2:46][CH2:47][CH3:48])(CCCC)CCCC)CCC. The yield is 0.550. (2) The reactants are [CH:1]1([C:4]2[CH:9]=[C:8]([O:10][CH3:11])[C:7]([F:12])=[CH:6][C:5]=2[C:13]2[N:18]=[CH:17][C:16]3[CH:19]=[N:20][N:21](C4CCCCO4)[C:15]=3[CH:14]=2)[CH2:3][CH2:2]1.Cl. The catalyst is CO. The product is [CH:1]1([C:4]2[CH:9]=[C:8]([O:10][CH3:11])[C:7]([F:12])=[CH:6][C:5]=2[C:13]2[N:18]=[CH:17][C:16]3[CH:19]=[N:20][NH:21][C:15]=3[CH:14]=2)[CH2:2][CH2:3]1. The yield is 0.850. (3) The reactants are [C:1]([O:5][C:6]([N:8]1[CH2:13][CH2:12]C(C2C=CC=CC=2C(OC)=O)[CH2:10][CH2:9]1)=[O:7])([CH3:4])([CH3:3])[CH3:2].[CH3:24][Mg]Br.[C:27]1([CH3:33])[CH:32]=[CH:31][CH:30]=[CH:29][CH:28]=1.[CH2:34]1[CH2:38][O:37]CC1. The catalyst is C1COCC1. The product is [C:1]([O:5][C:6]([N:8]1[CH2:9][CH2:10][CH:33]([C:27]2[CH:32]=[CH:31][CH:30]=[CH:29][C:28]=2[C:38]([OH:37])([CH3:34])[CH3:24])[CH2:12][CH2:13]1)=[O:7])([CH3:2])([CH3:3])[CH3:4]. The yield is 0.690. (4) The reactants are [Cl:1][C:2]1[CH:11]=[N:10][C:9]2[C:4](=[CH:5][CH:6]=[C:7]([OH:12])[CH:8]=2)[N:3]=1.Cl[CH2:14][CH2:15][CH:16]1[CH2:21][CH2:20][N:19]([C:22]2[N:23]=[N:24][C:25]([CH3:28])=[CH:26][CH:27]=2)[CH2:18][CH2:17]1.[I-].[K+].C(=O)([O-])[O-].[K+].[K+]. The catalyst is CN(C)C=O.C(OCC)(=O)C. The product is [Cl:1][C:2]1[CH:11]=[N:10][C:9]2[C:4](=[CH:5][CH:6]=[C:7]([O:12][CH2:14][CH2:15][CH:16]3[CH2:21][CH2:20][N:19]([C:22]4[N:23]=[N:24][C:25]([CH3:28])=[CH:26][CH:27]=4)[CH2:18][CH2:17]3)[CH:8]=2)[N:3]=1. The yield is 0.610. (5) The reactants are [Cl:1][C:2]1[CH:3]=[C:4]2[C:8](=[CH:9][CH:10]=1)[N:7]([CH2:11][CH:12]1[CH2:14][CH2:13]1)[CH:6]=[C:5]2[C:15]1[O:16][CH:17]=[C:18]([C:20]([OH:22])=O)[N:19]=1.Cl.C(N=C=N)C.ON1C2C=CC=CC=2N=N1.[O:39]1[CH2:44][CH2:43][CH:42]([NH2:45])[CH2:41][CH2:40]1. The yield is 0.160. The catalyst is C(Cl)Cl. The product is [Cl:1][C:2]1[CH:3]=[C:4]2[C:8](=[CH:9][CH:10]=1)[N:7]([CH2:11][CH:12]1[CH2:13][CH2:14]1)[CH:6]=[C:5]2[C:15]1[O:16][CH:17]=[C:18]([C:20]([NH:45][CH:42]2[CH2:43][CH2:44][O:39][CH2:40][CH2:41]2)=[O:22])[N:19]=1. (6) The reactants are [Br-].[Na+].[OH:3][CH2:4][C@@H:5]1[CH2:11][N:10]([C:12]([O:14][C:15]([CH3:18])([CH3:17])[CH3:16])=[O:13])[CH2:9][CH2:8][CH2:7][O:6]1.ClN1C(=[O:26])N(Cl)C(=O)N(Cl)C1=O. The catalyst is CC(C)=O.C(=O)([O-])O.[Na+].CC1(C)N([O])C(C)(C)CCC1. The product is [C:15]([O:14][C:12]([N:10]1[CH2:9][CH2:8][CH2:7][O:6][C@H:5]([C:4]([OH:26])=[O:3])[CH2:11]1)=[O:13])([CH3:18])([CH3:17])[CH3:16]. The yield is 0.680.